Task: Predict the reactants needed to synthesize the given product.. Dataset: Full USPTO retrosynthesis dataset with 1.9M reactions from patents (1976-2016) Given the product [Br:1][C:2]1[CH:11]=[CH:10][CH:9]=[C:8]2[C:3]=1[CH2:4][CH2:5][O:6][CH:7]2[C:12]([N:29]([CH3:30])[O:28][CH3:27])=[O:14], predict the reactants needed to synthesize it. The reactants are: [Br:1][C:2]1[CH:11]=[CH:10][CH:9]=[C:8]2[C:3]=1[CH2:4][CH2:5][O:6][CH:7]2[C:12]([OH:14])=O.C1N=CN(C(N2C=NC=C2)=O)C=1.[CH3:27][O:28][NH:29][CH3:30].